Dataset: Full USPTO retrosynthesis dataset with 1.9M reactions from patents (1976-2016). Task: Predict the reactants needed to synthesize the given product. (1) Given the product [NH2:7][C@@H:8]([C:9]([CH3:12])([CH3:11])[CH3:10])[C:13]([NH:14][C@@H:15]1[CH2:19][CH2:18][N:17]([CH2:20][C:21]2[CH:26]=[CH:25][CH:24]=[CH:23][CH:22]=2)[CH2:16]1)=[O:27], predict the reactants needed to synthesize it. The reactants are: C(OC(=O)[NH:7][C@H:8]([C:13](=[O:27])[NH:14][C@@H:15]1[CH2:19][CH2:18][N:17]([CH2:20][C:21]2[CH:26]=[CH:25][CH:24]=[CH:23][CH:22]=2)[CH2:16]1)[C:9]([CH3:12])([CH3:11])[CH3:10])(C)(C)C. (2) Given the product [CH:2]([N+:5]([O-:6])=[CH:16][C:15]1[CH:14]=[CH:13][C:12]([S:9](=[O:11])(=[O:10])[N:8]([CH3:7])[C:20]2[CH:25]=[CH:24][CH:23]=[CH:22][CH:21]=2)=[CH:19][CH:18]=1)([CH3:4])[CH3:3], predict the reactants needed to synthesize it. The reactants are: Cl.[CH:2]([NH:5][OH:6])([CH3:4])[CH3:3].[CH3:7][N:8]([C:20]1[CH:25]=[CH:24][CH:23]=[CH:22][CH:21]=1)[S:9]([C:12]1[CH:19]=[CH:18][C:15]([CH:16]=O)=[CH:14][CH:13]=1)(=[O:11])=[O:10]. (3) Given the product [Cl:21][C:18]1[CH:19]=[CH:20][C:15]([C:13]2[CH:14]=[C:9]([OH:8])[C:10](=[O:29])[N:11]([CH:26]([F:28])[F:27])[CH:12]=2)=[CH:16][C:17]=1[C:22]([F:25])([F:23])[F:24], predict the reactants needed to synthesize it. The reactants are: C([O:8][C:9]1[C:10](=[O:29])[N:11]([CH:26]([F:28])[F:27])[CH:12]=[C:13]([C:15]2[CH:20]=[CH:19][C:18]([Cl:21])=[C:17]([C:22]([F:25])([F:24])[F:23])[CH:16]=2)[CH:14]=1)C1C=CC=CC=1.C(S)C.B(F)(F)F.O(CC)CC. (4) The reactants are: [CH2:1](OC(=O)C1C=C(OC(F)(F)F)C(CN2CC[C@@H](N(C(OC(C)(C)C)=O)C)C2)=CC=1[N+]([O-])=O)C.C(OC(N1CCN(CC2C=C(N)C(C(OCC)=O)=CC=2OC(F)(F)F)CC1)=O)(C)(C)C.C(OC(N1CCN(CC2C=C(N)C(C(O)=O)=CC=2OC(F)(F)F)CC1)=O)(C)(C)C.[C:95]([O:99][C:100]([N:102]1[CH2:107][CH2:106][N:105]([CH2:108][C:109]2[CH:114]=[C:113]([NH2:115])[C:112]([C:116](=[O:131])[NH:117][CH2:118][C:119]3[CH:124]=[C:123]([Cl:125])[CH:122]=[CH:121][C:120]=3[S:126]([CH2:129][CH3:130])(=[O:128])=[O:127])=[CH:111][C:110]=2[O:132][C:133]([F:136])([F:135])[F:134])[CH2:104][CH2:103]1)=[O:101])([CH3:98])([CH3:97])[CH3:96].C1C=CC2N(O)N=NC=2C=1. Given the product [C:95]([O:99][C:100](=[O:101])[N:102]([C@@H:103]1[CH2:1][CH2:106][N:105]([CH2:108][C:109]2[CH:114]=[C:113]([NH2:115])[C:112]([C:116](=[O:131])[NH:117][CH2:118][C:119]3[CH:124]=[C:123]([Cl:125])[CH:122]=[CH:121][C:120]=3[S:126]([CH2:129][CH3:130])(=[O:127])=[O:128])=[CH:111][C:110]=2[O:132][C:133]([F:135])([F:136])[F:134])[CH2:104]1)[CH3:107])([CH3:97])([CH3:98])[CH3:96], predict the reactants needed to synthesize it. (5) Given the product [F:1][C:2]1[CH:7]=[C:6]([F:8])[CH:5]=[CH:4][C:3]=1[C:13]1[CH:18]=[CH:17][C:16]([Br:19])=[CH:15][N:14]=1, predict the reactants needed to synthesize it. The reactants are: [F:1][C:2]1[CH:7]=[C:6]([F:8])[CH:5]=[CH:4][C:3]=1B(O)O.Br[C:13]1[CH:18]=[CH:17][C:16]([Br:19])=[CH:15][N:14]=1.C(=O)([O-])[O-].[Na+].[Na+].CO. (6) Given the product [F:1][C:2]1[CH:7]=[C:6]([C:8]2[CH:16]=[C:15]3[C:11]([C:12]([C:17]4[NH:18][C:19]5[CH2:24][CH2:23][N:22]([CH2:42][C:41]6[CH:44]=[CH:45][C:38]([F:37])=[CH:39][CH:40]=6)[CH2:21][C:20]=5[N:25]=4)=[N:13][NH:14]3)=[CH:10][CH:9]=2)[C:5]([CH2:26][C:27]([F:28])([F:29])[F:30])=[CH:4][C:3]=1[OH:31], predict the reactants needed to synthesize it. The reactants are: [F:1][C:2]1[CH:7]=[C:6]([C:8]2[CH:16]=[C:15]3[C:11]([C:12]([C:17]4[NH:18][C:19]5[CH2:24][CH2:23][NH:22][CH2:21][C:20]=5[N:25]=4)=[N:13][NH:14]3)=[CH:10][CH:9]=2)[C:5]([CH2:26][C:27]([F:30])([F:29])[F:28])=[CH:4][C:3]=1[OH:31].CC([O-])=O.[K+].[F:37][C:38]1[CH:45]=[CH:44][C:41]([CH:42]=O)=[CH:40][CH:39]=1.C(O[BH-](OC(=O)C)OC(=O)C)(=O)C.[Na+]. (7) Given the product [F:22][C:23]([F:28])([F:27])[C:24]([OH:26])=[O:25].[C:1]([S:9][C@H:10]1[CH2:14][CH2:13][NH:12][CH2:11]1)(=[O:8])[C:2]1[CH:3]=[CH:4][CH:5]=[CH:6][CH:7]=1, predict the reactants needed to synthesize it. The reactants are: [C:1]([S:9][C@H:10]1[CH2:14][CH2:13][N:12](C(OC(C)(C)C)=O)[CH2:11]1)(=[O:8])[C:2]1[CH:7]=[CH:6][CH:5]=[CH:4][CH:3]=1.[F:22][C:23]([F:28])([F:27])[C:24]([OH:26])=[O:25]. (8) Given the product [Cl:1][C:2]1[CH:3]=[C:4]([NH:5][C:16](=[O:18])[CH3:17])[CH:6]=[CH:7][C:8]=1[CH3:9], predict the reactants needed to synthesize it. The reactants are: [Cl:1][C:2]1[CH:3]=[C:4]([CH:6]=[CH:7][C:8]=1[CH3:9])[NH2:5].N1C=CC=CC=1.[C:16](OC(=O)C)(=[O:18])[CH3:17].Cl. (9) Given the product [CH3:2][N:3]1[C:7]2=[N:8][C:9]([O:12][CH2:13][C:14]3[CH:19]=[CH:18][CH:17]=[CH:16][N:15]=3)=[CH:10][CH:11]=[C:6]2[C:5]([N:20]2[CH2:25][CH2:24][N:23]([C:34]([O:35][CH2:36][CH2:37][F:38])=[O:39])[CH2:22][C:21]2=[O:26])=[CH:4]1, predict the reactants needed to synthesize it. The reactants are: Cl.[CH3:2][N:3]1[C:7]2=[N:8][C:9]([O:12][CH2:13][C:14]3[CH:19]=[CH:18][CH:17]=[CH:16][N:15]=3)=[CH:10][CH:11]=[C:6]2[C:5]([N:20]2[CH2:25][CH2:24][NH:23][CH2:22][C:21]2=[O:26])=[CH:4]1.C(N(CC)CC)C.[C:34](Cl)(=[O:39])[O:35][CH2:36][CH2:37][F:38].